This data is from Forward reaction prediction with 1.9M reactions from USPTO patents (1976-2016). The task is: Predict the product of the given reaction. (1) Given the reactants [F:1][C:2]([F:15])([F:14])[C:3]1[CH:12]=[N:11][C:10]2[C:9](O)=[N:8][CH:7]=[N:6][C:5]=2[CH:4]=1.CCN(C(C)C)C(C)C.O=P(Cl)(Cl)[Cl:27].O, predict the reaction product. The product is: [Cl:27][C:9]1[C:10]2[N:11]=[CH:12][C:3]([C:2]([F:15])([F:14])[F:1])=[CH:4][C:5]=2[N:6]=[CH:7][N:8]=1. (2) Given the reactants [Br:1][C:2]1[S:6][C:5]([C:7]([OH:9])=O)=[C:4]([CH3:10])[CH:3]=1.ON1C2C=CC=CC=2N=N1.Cl.C(N=C=NCCCN(C)C)C.C(N(CC)C(C)C)(C)C.[NH2:42][CH2:43][C:44]1[CH:45]=[N:46][CH:47]=[CH:48][CH:49]=1, predict the reaction product. The product is: [Br:1][C:2]1[S:6][C:5]([C:7]([NH:42][CH2:43][C:44]2[CH:45]=[N:46][CH:47]=[CH:48][CH:49]=2)=[O:9])=[C:4]([CH3:10])[CH:3]=1. (3) Given the reactants Cl.[NH2:2][C:3]1[C:4]2[C:14]([O:15][CH2:16][C@H:17]3[CH2:22][CH2:21][CH2:20][NH:19][CH2:18]3)=[CH:13][CH:12]=[CH:11][C:5]=2[NH:6][S:7](=[O:10])(=[O:9])[N:8]=1.[CH3:23][N:24]([CH3:34])[C:25]1[CH:26]=[C:27]([CH:31]=[CH:32][N:33]=1)[C:28](O)=[O:29], predict the reaction product. The product is: [NH2:2][C:3]1[C:4]2[C:14]([O:15][CH2:16][C@H:17]3[CH2:22][CH2:21][CH2:20][N:19]([C:28]([C:27]4[CH:31]=[CH:32][N:33]=[C:25]([N:24]([CH3:34])[CH3:23])[CH:26]=4)=[O:29])[CH2:18]3)=[CH:13][CH:12]=[CH:11][C:5]=2[NH:6][S:7](=[O:9])(=[O:10])[N:8]=1. (4) The product is: [CH3:12][O:11][C:10]1[CH:9]=[CH:8][C:7]2[NH:13][C:18](=[O:22])[O:6][C:4](=[O:5])[C:3]=2[CH:2]=1. Given the reactants N[C:2]1[C:10]([O:11][CH3:12])=[CH:9][CH:8]=[CH:7][C:3]=1[C:4]([OH:6])=[O:5].[N:13]1[CH:18]=CC=CC=1.ClC(Cl)([O:22]C(=O)OC(Cl)(Cl)Cl)Cl, predict the reaction product. (5) The product is: [Cl:15][C:12]1[CH:13]=[CH:14][C:9]([C:8](=[O:35])[NH:7][CH2:6][CH2:5][OH:4])=[CH:10][C:11]=1[N:16]([CH3:34])[C:17]([C:19]1[S:33][C:22]2[C:23]3[CH:31]=[CH:30][C:29]([C:39]([NH:84][CH2:83][CH2:82][S:79]([CH3:78])(=[O:81])=[O:80])=[O:57])=[CH:28][C:24]=3[O:25][CH2:26][CH2:27][C:21]=2[CH:20]=1)=[O:18]. Given the reactants C([O:4][CH2:5][CH2:6][NH:7][C:8](=[O:35])[C:9]1[CH:14]=[CH:13][C:12]([Cl:15])=[C:11]([N:16]([CH3:34])[C:17]([C:19]2[S:33][C:22]3[C:23]4[CH:31]=[CH:30][C:29](Br)=[CH:28][C:24]=4[O:25][CH2:26][CH2:27][C:21]=3[CH:20]=2)=[O:18])[CH:10]=1)(=O)C.CC1(C)C2C(=C(P(C3C=CC=CC=3)C3C=CC=CC=3)C=CC=2)[O:57][C:39]2C(P(C3C=CC=CC=3)C3C=CC=CC=3)=CC=CC1=2.[CH3:78][S:79]([CH2:82][CH2:83][NH2:84])(=[O:81])=[O:80].Cl.C([O-])([O-])=O.[Na+].[Na+], predict the reaction product. (6) Given the reactants [NH2:1][C:2]([C:4]1[CH:9]=[CH:8][C:7]([C:10]2[CH:15]=[CH:14][CH:13]=[C:12]([CH2:16][CH2:17][NH:18]C(=O)OC(C)(C)C)[CH:11]=2)=[CH:6][CH:5]=1)=[O:3].FC(F)(F)C(O)=O.C([O-])([O-])=O.[K+].[K+].C(Cl)(Cl)Cl, predict the reaction product. The product is: [NH2:18][CH2:17][CH2:16][C:12]1[CH:11]=[C:10]([C:7]2[CH:8]=[CH:9][C:4]([C:2]([NH2:1])=[O:3])=[CH:5][CH:6]=2)[CH:15]=[CH:14][CH:13]=1. (7) Given the reactants [F:1][C:2]1[C:3]2[CH:13]=[C:12]([C:14]3[CH:19]=[CH:18][CH:17]=[CH:16][CH:15]=3)[CH:11]=[CH:10][C:4]=2[S:5][C:6]=1[C:7](O)=[O:8].CN(C=O)C.C(Cl)[Cl:26], predict the reaction product. The product is: [F:1][C:2]1[C:3]2[CH:13]=[C:12]([C:14]3[CH:19]=[CH:18][CH:17]=[CH:16][CH:15]=3)[CH:11]=[CH:10][C:4]=2[S:5][C:6]=1[C:7]([Cl:26])=[O:8].